Dataset: Reaction yield outcomes from USPTO patents with 853,638 reactions. Task: Predict the reaction yield, written as a fraction of the theoretical maximum amount of product (1.0 means a 100% yield; for example, 0.34 means a 34% yield). (1) The reactants are [Br:1][C:2]1[CH:3]=[C:4]([NH:10][C:11]2[N:16]=[CH:15][C:14]([CH:17]3[CH2:22][CH2:21][N:20](C(OC(C)(C)C)=O)[CH2:19][CH2:18]3)=[CH:13][CH:12]=2)[C:5](=[O:9])[N:6]([CH3:8])[CH:7]=1.FC(F)(F)C(O)=O. The catalyst is C(Cl)Cl. The product is [Br:1][C:2]1[CH:3]=[C:4]([NH:10][C:11]2[CH:12]=[CH:13][C:14]([CH:17]3[CH2:22][CH2:21][NH:20][CH2:19][CH2:18]3)=[CH:15][N:16]=2)[C:5](=[O:9])[N:6]([CH3:8])[CH:7]=1. The yield is 1.00. (2) The reactants are Br[C:2]1[CH:7]=[C:6]([F:8])[C:5]([CH3:9])=[CH:4][C:3]=1[O:10][C@H:11]([CH2:13][CH:14]=[CH2:15])[CH3:12].FC1C=CC([B:23]([OH:25])[OH:24])=C(O[C@H](CC=C)C)C=1. No catalyst specified. The product is [F:8][C:6]1[C:5]([CH3:9])=[CH:4][C:3]([O:10][C@H:11]([CH2:13][CH:14]=[CH2:15])[CH3:12])=[C:2]([B:23]([OH:25])[OH:24])[CH:7]=1. The yield is 1.00.